This data is from Full USPTO retrosynthesis dataset with 1.9M reactions from patents (1976-2016). The task is: Predict the reactants needed to synthesize the given product. (1) Given the product [CH2:24]([O:23][P:21]([NH:1][CH2:2][C:3]1[CH:16]=[CH:15][C:14]2[O:13][C:12]3[C:7]4=[C:8]([C:17](=[O:20])[NH:18][N:19]=[C:6]4[C:5]=2[CH:4]=1)[CH:9]=[CH:10][CH:11]=3)(=[O:22])[O:26][CH2:27][CH3:28])[CH3:25], predict the reactants needed to synthesize it. The reactants are: [NH2:1][CH2:2][C:3]1[CH:16]=[CH:15][C:14]2[O:13][C:12]3[C:7]4=[C:8]([C:17](=[O:20])[NH:18][N:19]=[C:6]4[C:5]=2[CH:4]=1)[CH:9]=[CH:10][CH:11]=3.[P:21](Cl)([O:26][CH2:27][CH3:28])([O:23][CH2:24][CH3:25])=[O:22]. (2) Given the product [Br:1][C:2]1[N:7]=[CH:6][C:5]2[N:8]=[C:18]([CH3:19])[N:9]([CH2:10][CH:11]3[CH2:12][CH2:13][O:14][CH2:15][CH2:16]3)[C:4]=2[CH:3]=1, predict the reactants needed to synthesize it. The reactants are: [Br:1][C:2]1[N:7]=[CH:6][C:5]([NH2:8])=[C:4]([NH:9][CH2:10][CH:11]2[CH2:16][CH2:15][O:14][CH2:13][CH2:12]2)[CH:3]=1.Cl.[C:18](=N)(OCC)[CH3:19]. (3) The reactants are: Br[C:2]1[CH:20]=[CH:19][C:18]([Cl:21])=[CH:17][C:3]=1[CH2:4][O:5][C:6]1[CH:15]=[C:14]2[C:9]([CH2:10][CH2:11][CH2:12][C:13]2=[O:16])=[CH:8][CH:7]=1.C(=O)([O-])[O-].[K+].[K+].C1(P(C2C=CC=CC=2)C2C=CC=CC=2)C=CC=CC=1.C(O)(=O)C(C)(C)C. Given the product [Cl:21][C:18]1[CH:19]=[CH:20][C:2]2[C:7]3[CH:8]=[C:9]4[CH2:10][CH2:11][CH2:12][C:13](=[O:16])[C:14]4=[CH:15][C:6]=3[O:5][CH2:4][C:3]=2[CH:17]=1, predict the reactants needed to synthesize it. (4) Given the product [CH3:3][O:4][C:5]1[CH:6]=[C:7]([CH:12]=[CH:13][C:14]=1[C:15]#[C:16][C:17]1[CH:18]=[CH:19][C:20]([CH3:23])=[CH:21][CH:22]=1)[C:8]([OH:10])=[O:9], predict the reactants needed to synthesize it. The reactants are: [OH-].[Na+].[CH3:3][O:4][C:5]1[CH:6]=[C:7]([CH:12]=[CH:13][C:14]=1[C:15]#[C:16][C:17]1[CH:22]=[CH:21][C:20]([CH3:23])=[CH:19][CH:18]=1)[C:8]([O:10]C)=[O:9].